From a dataset of Forward reaction prediction with 1.9M reactions from USPTO patents (1976-2016). Predict the product of the given reaction. Given the reactants [Cl:1][C:2]1[CH:3]=[C:4]([CH:7]=[CH:8][C:9]=1[Cl:10])[CH:5]=O.[NH2:11][OH:12].Cl, predict the reaction product. The product is: [Cl:1][C:2]1[CH:3]=[C:4]([CH:7]=[CH:8][C:9]=1[Cl:10])[CH:5]=[N:11][OH:12].